From a dataset of Full USPTO retrosynthesis dataset with 1.9M reactions from patents (1976-2016). Predict the reactants needed to synthesize the given product. (1) Given the product [Br:28][CH2:2][C:1]([C:4]1[N:8]2[CH2:9][CH2:10][N:11]([CH3:14])[C:12](=[O:13])[C:7]2=[C:6]([O:15][CH2:16][C:17]2[CH:18]=[CH:19][CH:20]=[CH:21][CH:22]=2)[C:5]=1[C:23]([O:25][CH2:26][CH3:27])=[O:24])=[O:3], predict the reactants needed to synthesize it. The reactants are: [C:1]([C:4]1[N:8]2[CH2:9][CH2:10][N:11]([CH3:14])[C:12](=[O:13])[C:7]2=[C:6]([O:15][CH2:16][C:17]2[CH:22]=[CH:21][CH:20]=[CH:19][CH:18]=2)[C:5]=1[C:23]([O:25][CH2:26][CH3:27])=[O:24])(=[O:3])[CH3:2].[Br:28]Br.Br.C(=O)(O)[O-].[Na+]. (2) The reactants are: [N+:1]([C:4]1[CH:9]=[CH:8][CH:7]=[CH:6][C:5]=1[CH:10]1[O:14][N:13]=[C:12]([C:15]2[N:16]=[C:17]([CH:20]3[CH2:25][CH2:24][N:23](C(OC(C)(C)C)=O)[CH2:22][CH2:21]3)[S:18][CH:19]=2)[CH2:11]1)([O-:3])=[O:2].[ClH:33]. Given the product [Cl-:33].[N+:1]([C:4]1[CH:9]=[CH:8][CH:7]=[CH:6][C:5]=1[CH:10]1[O:14][N:13]=[C:12]([C:15]2[N:16]=[C:17]([CH:20]3[CH2:25][CH2:24][NH2+:23][CH2:22][CH2:21]3)[S:18][CH:19]=2)[CH2:11]1)([O-:3])=[O:2], predict the reactants needed to synthesize it. (3) Given the product [CH3:15][O:14][C:12]([C:10]1([CH2:16][CH3:17])[CH2:9][C:8]2[CH:18]=[C:4]([OH:27])[CH:5]=[CH:6][C:7]=2[O:11]1)=[O:13], predict the reactants needed to synthesize it. The reactants are: C([C:4]1[CH:5]=[CH:6][C:7]2[O:11][C@:10]([CH2:16][CH3:17])([C:12]([O:14][CH3:15])=[O:13])[CH2:9][C:8]=2[CH:18]=1)(=O)C.ClC1C=CC=C(C(OO)=[O:27])C=1.C([O-])(O)=O.[Na+]. (4) Given the product [NH2:1][C:2]1[N:3]([C:26]2[CH:31]=[CH:30][CH:29]=[CH:28][C:27]=2[CH3:32])[N:4]=[C:5]2[C:14]3[C:13]([O:15][CH2:16][CH2:17][CH2:18][C:19]([NH2:33])=[O:20])=[CH:12][C:11]([O:23][CH3:24])=[CH:10][C:9]=3[NH:8][C:7](=[O:25])[C:6]=12, predict the reactants needed to synthesize it. The reactants are: [NH2:1][C:2]1[N:3]([C:26]2[CH:31]=[CH:30][CH:29]=[CH:28][C:27]=2[CH3:32])[N:4]=[C:5]2[C:14]3[C:13]([O:15][CH2:16][CH2:17][CH2:18][C:19](OC)=[O:20])=[CH:12][C:11]([O:23][CH3:24])=[CH:10][C:9]=3[NH:8][C:7](=[O:25])[C:6]=12.[NH3:33]. (5) Given the product [OH:2][C:3]1[CH:4]=[CH:5][C:6]([CH3:16])=[C:7]([NH:9][S:10]([CH2:13][CH2:14][CH3:15])(=[O:12])=[O:11])[CH:8]=1, predict the reactants needed to synthesize it. The reactants are: C[O:2][C:3]1[CH:4]=[CH:5][C:6]([CH3:16])=[C:7]([NH:9][S:10]([CH2:13][CH2:14][CH3:15])(=[O:12])=[O:11])[CH:8]=1.B(Br)(Br)Br.